Dataset: Forward reaction prediction with 1.9M reactions from USPTO patents (1976-2016). Task: Predict the product of the given reaction. (1) Given the reactants [Br:1][C:2]1[CH:3]=[CH:4][C:5]2[O:6][CH2:7][C:8](=[O:12])[NH:9][C:10]=2[N:11]=1.[H-].[Na+].CS(O[CH2:20][CH2:21][N:22]1[CH2:27][CH2:26][CH:25]([NH:28][C:29]([O:31][C:32]([CH3:35])([CH3:34])[CH3:33])=[O:30])[CH2:24][CH2:23]1)(=O)=O.COC1C=C2C(C=CC(=O)N2CCN2CCC(NC(=O)OC(C)(C)C)CC2)=CC=1, predict the reaction product. The product is: [Br:1][C:2]1[CH:3]=[CH:4][C:5]2[O:6][CH2:7][C:8](=[O:12])[N:9]([CH2:20][CH2:21][N:22]3[CH2:27][CH2:26][CH:25]([NH:28][C:29](=[O:30])[O:31][C:32]([CH3:35])([CH3:34])[CH3:33])[CH2:24][CH2:23]3)[C:10]=2[N:11]=1. (2) The product is: [NH2:78][C:73]1[CH:72]=[C:71]([O:70][CH:67]([CH3:68])[CH3:69])[CH:76]=[CH:75][C:74]=1[NH:77][C:27](=[O:29])[CH2:26][CH2:25][CH2:24][CH2:23][N:22]([CH2:21][C@@H:13]1[C@@H:14]2[C@@H:15]([O:16][C:17]([CH3:19])([CH3:20])[O:18]2)[C@H:11]([N:6]2[CH:5]=[N:4][C:3]3[C:7]2=[N:8][CH:9]=[N:10][C:2]=3[NH2:1])[O:12]1)[CH:30]([CH3:32])[CH3:31]. Given the reactants [NH2:1][C:2]1[N:10]=[CH:9][N:8]=[C:7]2[C:3]=1[N:4]=[CH:5][N:6]2[C@H:11]1[C@@H:15]2[O:16][C:17]([CH3:20])([CH3:19])[O:18][C@@H:14]2[C@@H:13]([CH2:21][N:22]([CH:30]([CH3:32])[CH3:31])[CH2:23][CH2:24][CH2:25][CH2:26][C:27]([OH:29])=O)[O:12]1.CN(C(ON1N=NC2C=CC=NC1=2)=[N+](C)C)C.F[P-](F)(F)(F)(F)F.C1C=NC2N(O)N=NC=2C=1.[CH:67]([O:70][C:71]1[CH:72]=[C:73]([NH2:78])[C:74]([NH2:77])=[CH:75][CH:76]=1)([CH3:69])[CH3:68], predict the reaction product.